Task: Predict which catalyst facilitates the given reaction.. Dataset: Catalyst prediction with 721,799 reactions and 888 catalyst types from USPTO Reactant: [CH3:1][C:2]([C:5]1[CH:10]=[CH:9][C:8]([S:11]([NH:14][C:15]2[N:20]=[C:19]([C:21]3[N:26]=[CH:25][CH:24]=[CH:23][N:22]=3)[N:18]=[C:17]([O:27][CH2:28][CH2:29][OH:30])[C:16]=2[O:31][C:32]2[C:37]([O:38][CH3:39])=[CH:36][CH:35]=[CH:34][CH:33]=2)(=[O:13])=[O:12])=[CH:7][CH:6]=1)([CH3:4])[CH3:3].O.[C:41]1(C)[C:42]([S:47]([OH:50])(=[O:49])=[O:48])=[CH:43][CH:44]=[CH:45][CH:46]=1. The catalyst class is: 10. Product: [CH3:4][C:2]([C:5]1[CH:10]=[CH:9][C:8]([S:11]([NH:14][C:15]2[C:16]([O:31][C:32]3[CH:33]=[CH:34][CH:35]=[CH:36][C:37]=3[O:38][CH3:39])=[C:17]([O:27][CH2:28][CH2:29][OH:30])[N:18]=[C:19]([C:21]3[N:22]=[CH:23][CH:24]=[CH:25][N:26]=3)[N:20]=2)(=[O:12])=[O:13])=[CH:7][CH:6]=1)([CH3:1])[CH3:3].[CH3:1][C:45]1[CH:44]=[CH:43][C:42]([S:47]([OH:50])(=[O:48])=[O:49])=[CH:41][CH:46]=1.